Regression. Given a peptide amino acid sequence and an MHC pseudo amino acid sequence, predict their binding affinity value. This is MHC class I binding data. From a dataset of Peptide-MHC class I binding affinity with 185,985 pairs from IEDB/IMGT. The peptide sequence is LQIRGRERF. The MHC is HLA-A02:06 with pseudo-sequence HLA-A02:06. The binding affinity (normalized) is 0.797.